From a dataset of Full USPTO retrosynthesis dataset with 1.9M reactions from patents (1976-2016). Predict the reactants needed to synthesize the given product. (1) Given the product [Cl:11][C:12]1[CH:13]=[C:14]([C:26](=[O:28])[CH2:27][C:30](=[O:31])[CH3:29])[CH:15]=[N:16][C:17]=1[NH:18][C:19]1[CH:20]=[CH:21][C:22]([Cl:25])=[CH:23][CH:24]=1, predict the reactants needed to synthesize it. The reactants are: [Li+].C[Si]([N-][Si](C)(C)C)(C)C.[Cl:11][C:12]1[CH:13]=[C:14]([C:26](=[O:28])[CH3:27])[CH:15]=[N:16][C:17]=1[NH:18][C:19]1[CH:24]=[CH:23][C:22]([Cl:25])=[CH:21][CH:20]=1.[CH3:29][CH2:30][O:31]C(C)=O.Cl. (2) Given the product [CH2:20]([N:8]1[C:9](=[O:12])[CH:10]=[N:11][C:6]2[CH:5]=[CH:4][C:3]([O:2][CH3:1])=[N:13][C:7]1=2)[CH2:19][CH:18]=[CH2:17], predict the reactants needed to synthesize it. The reactants are: [CH3:1][O:2][C:3]1[CH:4]=[CH:5][C:6]2[N:11]=[CH:10][C:9](=[O:12])[NH:8][C:7]=2[N:13]=1.[H-].[Na+].Br[CH2:17][CH2:18][CH:19]=[CH2:20]. (3) Given the product [CH3:1][N:2]1[C:15]2[CH:14]=[C:13]([CH2:16][C:17]([O:19][CH2:27][CH3:28])=[O:18])[CH:12]=[CH:11][C:10]=2[S:9][C:8]2[C:3]1=[CH:4][CH:5]=[CH:6][CH:7]=2, predict the reactants needed to synthesize it. The reactants are: [CH3:1][N:2]1[C:15]2[CH:14]=[C:13]([CH2:16][C:17]([OH:19])=[O:18])[CH:12]=[CH:11][C:10]=2[S:9][C:8]2[C:3]1=[CH:4][CH:5]=[CH:6][CH:7]=2.O.C(=O)([O-])[O-].[Na+].[Na+].[C:27]1(C)C=CC=C[CH:28]=1. (4) The reactants are: [NH:1]1[C:9]2[C:4](=[CH:5][C:6]([CH2:10][NH:11][C:12](=[O:24])[C:13]3[CH:18]=[CH:17][C:16]([S:19][C:20]([F:23])([F:22])[F:21])=[CH:15][CH:14]=3)=[CH:7][CH:8]=2)[CH:3]=[CH:2]1.C=O.[C:27](O[BH-](OC(=O)C)OC(=O)C)(=O)C.[Na+]. Given the product [CH3:27][N:1]1[C:9]2[C:4](=[CH:5][C:6]([CH2:10][NH:11][C:12](=[O:24])[C:13]3[CH:14]=[CH:15][C:16]([S:19][C:20]([F:22])([F:21])[F:23])=[CH:17][CH:18]=3)=[CH:7][CH:8]=2)[CH2:3][CH2:2]1, predict the reactants needed to synthesize it. (5) Given the product [C:14]1([C:2]2[CH:9]=[CH:8][C:5]([C:6]([NH2:7])=[O:24])=[CH:4][C:3]=2[C:10]([F:13])([F:12])[F:11])[CH2:19][CH2:18][CH2:17][CH2:16][CH:15]=1, predict the reactants needed to synthesize it. The reactants are: Br[C:2]1[CH:9]=[CH:8][C:5]([C:6]#[N:7])=[CH:4][C:3]=1[C:10]([F:13])([F:12])[F:11].[C:14]1(B(O)O)[CH2:19][CH2:18][CH2:17][CH2:16][CH:15]=1.C[O-:24].[Na+]. (6) Given the product [F:37][C:36]([F:39])([F:38])[C:33]1[CH:34]=[CH:35][C:30]([O:29][C:27](=[O:28])[N:2]([C@H:3]2[CH2:4][CH2:5][C@H:6]([CH2:9][CH2:10][CH2:11][CH2:12][CH2:13][N:42]([CH2:40][CH3:41])[CH2:43][CH2:44][OH:45])[CH2:7][CH2:8]2)[CH3:1])=[CH:31][CH:32]=1, predict the reactants needed to synthesize it. The reactants are: [CH3:1][NH:2][C@H:3]1[CH2:8][CH2:7][C@H:6]([CH2:9][CH2:10][CH2:11][CH2:12][CH2:13]OS(C)(=O)=O)[CH2:5][CH2:4]1.FC(F)(F)C(O)=O.Cl[C:27]([O:29][C:30]1[CH:35]=[CH:34][C:33]([C:36]([F:39])([F:38])[F:37])=[CH:32][CH:31]=1)=[O:28].[CH2:40]([NH:42][CH2:43][CH2:44][OH:45])[CH3:41].